Dataset: Catalyst prediction with 721,799 reactions and 888 catalyst types from USPTO. Task: Predict which catalyst facilitates the given reaction. (1) Reactant: Br[C:2]1[CH:3]=[N:4][C:5]2[C:10]([CH:11]=1)=[CH:9][CH:8]=[CH:7][CH:6]=2.[B:12](OC(C)C)([O:17]C(C)C)[O:13]C(C)C.C([Li])CCC.Cl.[OH-].[Na+]. Product: [N:4]1[C:5]2[C:10](=[CH:9][CH:8]=[CH:7][CH:6]=2)[CH:11]=[C:2]([B:12]([OH:17])[OH:13])[CH:3]=1. The catalyst class is: 7. (2) Reactant: [CH2:1]([N:3]1[CH2:8][C:7]([CH3:10])([CH3:9])[O:6][C:5](=[O:11])[CH2:4]1)[CH3:2].C[Si]([N-][Si](C)(C)C)(C)C.[Li+].Br[C:23]([CH3:32])([CH3:31])[C:24]([O:26][C:27]([CH3:30])([CH3:29])[CH3:28])=[O:25]. Product: [CH2:1]([N:3]1[CH2:8][C:7]([CH3:10])([CH3:9])[O:6][C:5](=[O:11])[CH:4]1[C:23]([CH3:32])([CH3:31])[C:24]([O:26][C:27]([CH3:30])([CH3:29])[CH3:28])=[O:25])[CH3:2]. The catalyst class is: 7. (3) Reactant: [CH2:1]([N:3]1[C:7]2[CH:8]=[CH:9][C:10]([N:12]3[CH:17]=[C:16]([C:18]([O:20]CC)=[O:19])[C:15](=[O:23])[N:14]([CH2:24][C:25]4[CH:30]=[CH:29][CH:28]=[C:27]([F:31])[C:26]=4[C:32]([F:35])([F:34])[F:33])[C:13]3=[O:36])=[CH:11][C:6]=2[N:5]=[C:4]1[CH3:37])[CH3:2].Cl.O. Product: [CH2:1]([N:3]1[C:7]2[CH:8]=[CH:9][C:10]([N:12]3[CH:17]=[C:16]([C:18]([OH:20])=[O:19])[C:15](=[O:23])[N:14]([CH2:24][C:25]4[CH:30]=[CH:29][CH:28]=[C:27]([F:31])[C:26]=4[C:32]([F:34])([F:35])[F:33])[C:13]3=[O:36])=[CH:11][C:6]=2[N:5]=[C:4]1[CH3:37])[CH3:2]. The catalyst class is: 15. (4) Reactant: Cl[C:2]1[N:7]=[CH:6][N:5]=[C:4]([NH2:8])[C:3]=1[C:9]1[N:13]=[CH:12][N:11]([CH3:14])[N:10]=1.[NH2:15][C@H:16]([C:19]1[N:28]([C:29]2[CH:34]=[CH:33][CH:32]=[CH:31][C:30]=2[F:35])[C:27](=[O:36])[C:26]2[C:21](=[CH:22][CH:23]=[CH:24][CH:25]=2)[N:20]=1)[CH2:17][CH3:18].CCN(C(C)C)C(C)C.C(Cl)Cl.CO. Product: [NH2:8][C:4]1[N:5]=[CH:6][N:7]=[C:2]([NH:15][C@H:16]([C:19]2[N:28]([C:29]3[CH:34]=[CH:33][CH:32]=[CH:31][C:30]=3[F:35])[C:27](=[O:36])[C:26]3[C:21](=[CH:22][CH:23]=[CH:24][CH:25]=3)[N:20]=2)[CH2:17][CH3:18])[C:3]=1[C:9]1[N:13]=[CH:12][N:11]([CH3:14])[N:10]=1. The catalyst class is: 114. (5) Reactant: [CH2:1]([C:8]1[NH:13][C:12](=[O:14])[CH:11]=[CH:10][N:9]=1)[C:2]1[CH:7]=[CH:6][CH:5]=[CH:4][CH:3]=1.[Br:15]Br. Product: [CH2:1]([C:8]1[NH:13][C:12](=[O:14])[C:11]([Br:15])=[CH:10][N:9]=1)[C:2]1[CH:3]=[CH:4][CH:5]=[CH:6][CH:7]=1. The catalyst class is: 147. (6) Reactant: [CH3:1][C:2]([O:4][C@H:5]1[C:14]2[C@@:15]3([CH3:30])[C@@H:26]([CH2:27][O:28][CH3:29])[O:25][C:23](=[O:24])[C:17]4=[CH:18][O:19][C:20]([C:21](=[O:22])[C:13]=2[C@@H:8]2[CH2:9][CH2:10][C@H:11]([OH:12])[C@@:7]2([CH3:31])[CH2:6]1)=[C:16]34)=[O:3].C1(=O)OC(=O)CC1. Product: [CH3:1][C:2]([O:4][C@H:5]1[C:14]2[C@@:15]3([CH3:30])[C@@H:26]([CH2:27][O:28][CH3:29])[O:25][C:23](=[O:24])[C:17]4=[CH:18][O:19][C:20]([C:21](=[O:22])[C:13]=2[C@@H:8]2[CH2:9][CH2:10][C:11](=[O:12])[C@@:7]2([CH3:31])[CH2:6]1)=[C:16]34)=[O:3]. The catalyst class is: 64. (7) Reactant: C[O:2][C:3](=O)[C:4]1[CH:9]=[CH:8][C:7]([NH2:10])=[N:6][CH:5]=1.O.O.O.O.O.O.O.[Cl-].[Ce+3].[Cl-].[Cl-].[BH4-].[Li+]. Product: [NH2:10][C:7]1[N:6]=[CH:5][C:4]([CH2:3][OH:2])=[CH:9][CH:8]=1. The catalyst class is: 1.